Dataset: Forward reaction prediction with 1.9M reactions from USPTO patents (1976-2016). Task: Predict the product of the given reaction. (1) Given the reactants [C:1]([O:5][C:6](=[O:17])[NH:7][CH2:8][CH2:9][C:10]1[CH:15]=[CH:14][C:13]([OH:16])=[CH:12][CH:11]=1)([CH3:4])([CH3:3])[CH3:2].[H-].[Na+].Br[C:21]1[N:26]=[C:25]([C:27]#[N:28])[CH:24]=[CH:23][CH:22]=1, predict the reaction product. The product is: [C:1]([O:5][C:6](=[O:17])[NH:7][CH2:8][CH2:9][C:10]1[CH:15]=[CH:14][C:13]([O:16][C:21]2[CH:22]=[CH:23][CH:24]=[C:25]([C:27]#[N:28])[N:26]=2)=[CH:12][CH:11]=1)([CH3:4])([CH3:2])[CH3:3]. (2) Given the reactants [Br:1][C:2]1[CH:3]=[C:4]([C:9]2[CH:14]=[CH:13][CH:12]=[CH:11][N:10]=2)[N+:5]([O-])=[CH:6][CH:7]=1.P(Cl)(Cl)Cl, predict the reaction product. The product is: [Br:1][C:2]1[CH:7]=[CH:6][N:5]=[C:4]([C:9]2[CH:14]=[CH:13][CH:12]=[CH:11][N:10]=2)[CH:3]=1. (3) Given the reactants C([O-])([O-])=O.[Na+].[Na+].Br[C:8]1[S:12][C:11]2=[N:13][CH:14]=[C:15]([I:16])[N:10]2[N:9]=1.[NH2:17][C:18]1[CH:19]=[C:20](B2OC(C)(C)C(C)(C)O2)[CH:21]=[N:22][C:23]=1[O:24][CH3:25], predict the reaction product. The product is: [I:16][C:15]1[N:10]2[C:11]([S:12][C:8]([C:20]3[CH:19]=[C:18]([NH2:17])[C:23]([O:24][CH3:25])=[N:22][CH:21]=3)=[N:9]2)=[N:13][CH:14]=1. (4) Given the reactants [Cl:1][C:2]1[N:7]=[C:6](Cl)[CH:5]=[C:4]([CH2:9][CH2:10][CH3:11])[N:3]=1.C(N(C(C)C)CC)(C)C.[CH3:21][NH:22][C@H:23]1[CH2:27][CH2:26][NH:25][CH2:24]1.[C:36](O[C:36]([O:38][C:39]([CH3:42])([CH3:41])[CH3:40])=[O:37])([O:38][C:39]([CH3:42])([CH3:41])[CH3:40])=[O:37], predict the reaction product. The product is: [Cl:1][C:2]1[N:7]=[C:6]([N:25]2[CH2:26][CH2:27][C@H:23]([N:22]([CH3:21])[C:36](=[O:37])[O:38][C:39]([CH3:40])([CH3:41])[CH3:42])[CH2:24]2)[CH:5]=[C:4]([CH2:9][CH2:10][CH3:11])[N:3]=1. (5) Given the reactants Cl[C:2]1[CH:3]=[CH:4][C:5]2[O:14][CH2:13][CH2:12][C:11]3[CH:10]=[C:9]([C:15]4[N:16]([C:20]5[CH:25]=[CH:24][C:23]([F:26])=[CH:22][C:21]=5[F:27])[N:17]=[CH:18][N:19]=4)[S:8][C:7]=3[C:6]=2[N:28]=1.C[Si](C)(C)[O:31][CH:32]1[CH2:37][CH2:36][NH:35][CH2:34][CH2:33]1.C(N1CCN2CCN(CCCC)P1N(CCCC)CC2)CCC.CC(C)([O-])C, predict the reaction product. The product is: [F:27][C:21]1[CH:22]=[C:23]([F:26])[CH:24]=[CH:25][C:20]=1[N:16]1[C:15]([C:9]2[S:8][C:7]3[C:6]4[N:28]=[C:2]([N:35]5[CH2:36][CH2:37][CH:32]([OH:31])[CH2:33][CH2:34]5)[CH:3]=[CH:4][C:5]=4[O:14][CH2:13][CH2:12][C:11]=3[CH:10]=2)=[N:19][CH:18]=[N:17]1.